This data is from Full USPTO retrosynthesis dataset with 1.9M reactions from patents (1976-2016). The task is: Predict the reactants needed to synthesize the given product. (1) Given the product [Cl:17][C:15]1[CH:14]=[CH:13][C:12]([O:18][CH2:19][C:20]2[CH:25]=[CH:24][CH:23]=[CH:22][CH:21]=2)=[C:11]([CH2:10][C:7]2[S:8][CH:9]=[C:5]([C:3]3[N:26]=[C:27]4[CH:32]=[CH:31][CH:30]=[CH:29][N:28]4[CH:2]=3)[N:6]=2)[CH:16]=1, predict the reactants needed to synthesize it. The reactants are: Br[CH2:2][C:3]([C:5]1[N:6]=[C:7]([CH2:10][C:11]2[CH:16]=[C:15]([Cl:17])[CH:14]=[CH:13][C:12]=2[O:18][CH2:19][C:20]2[CH:25]=[CH:24][CH:23]=[CH:22][CH:21]=2)[S:8][CH:9]=1)=O.[NH2:26][C:27]1[CH:32]=[CH:31][CH:30]=[CH:29][N:28]=1. (2) Given the product [Cl:1][C:2]1[C:3](/[C:12](=[N:27]\[O:28][CH2:29][CH3:30])/[CH2:13][NH:14][C:15](=[O:26])[C:16]2[CH:21]=[CH:20][CH:19]=[CH:18][C:17]=2[C:22]([F:24])([F:25])[F:23])=[N:4][CH:5]=[C:6]([C:8]([F:9])([F:11])[F:10])[CH:7]=1, predict the reactants needed to synthesize it. The reactants are: [Cl:1][C:2]1[C:3]([C:12](=[N:27][O:28][CH2:29][CH3:30])[CH2:13][NH:14][C:15](=[O:26])[C:16]2[CH:21]=[CH:20][CH:19]=[CH:18][C:17]=2[C:22]([F:25])([F:24])[F:23])=[N:4][CH:5]=[C:6]([C:8]([F:11])([F:10])[F:9])[CH:7]=1.C(C1C=CC=CC=1)(=O)C1C=CC=CC=1. (3) Given the product [CH2:2]([O:14][C:15]1[CH:22]=[CH:21][C:18]([CH:19]=[O:20])=[CH:17][CH:16]=1)[CH2:3][CH2:4][CH2:5][CH2:6][CH2:7][CH2:8][CH2:9][CH2:10][CH2:11][CH2:12][CH3:13], predict the reactants needed to synthesize it. The reactants are: Br[CH2:2][CH2:3][CH2:4][CH2:5][CH2:6][CH2:7][CH2:8][CH2:9][CH2:10][CH2:11][CH2:12][CH3:13].[OH:14][C:15]1[CH:22]=[CH:21][C:18]([CH:19]=[O:20])=[CH:17][CH:16]=1.C(=O)([O-])[O-].[K+].[K+]. (4) Given the product [Br:17][C:18]1[CH:23]=[CH:22][C:21]([S:24]([N:13]2[CH2:12][CH2:11][C:9]3([O:8][CH2:7][C:6](=[O:16])[N:5]([CH:2]4[CH2:4][CH2:3]4)[CH2:10]3)[CH2:15][CH2:14]2)(=[O:26])=[O:25])=[CH:20][CH:19]=1, predict the reactants needed to synthesize it. The reactants are: Cl.[CH:2]1([N:5]2[CH2:10][C:9]3([CH2:15][CH2:14][NH:13][CH2:12][CH2:11]3)[O:8][CH2:7][C:6]2=[O:16])[CH2:4][CH2:3]1.[Br:17][C:18]1[CH:23]=[CH:22][C:21]([S:24](Cl)(=[O:26])=[O:25])=[CH:20][CH:19]=1. (5) Given the product [C:1]([O:9][CH:10]1[CH2:18][CH:13]2[O:14][C:15](=[O:17])[CH2:16][CH:12]2[CH:11]1[CH2:19][CH2:20][CH:21]([OH:34])[CH2:22][O:23][C:24]1[CH:29]=[CH:28][CH:27]=[C:26]([C:30]([F:33])([F:32])[F:31])[CH:25]=1)(=[O:8])[C:2]1[CH:7]=[CH:6][CH:5]=[CH:4][CH:3]=1, predict the reactants needed to synthesize it. The reactants are: [C:1]([O:9][CH:10]1[CH2:18][CH:13]2[O:14][C:15](=[O:17])[CH2:16][CH:12]2[CH:11]1[CH:19]=[CH:20][CH:21]([OH:34])[CH2:22][O:23][C:24]1[CH:29]=[CH:28][CH:27]=[C:26]([C:30]([F:33])([F:32])[F:31])[CH:25]=1)(=[O:8])[C:2]1[CH:7]=[CH:6][CH:5]=[CH:4][CH:3]=1. (6) Given the product [CH2:32]([O:31][CH:27]([O:28][CH2:29][CH3:30])[C:22]1[CH:23]=[CH:24][CH:25]=[CH:26][C:21]=1[C:19]([C:18]1[C:13]([O:5][N:4]=[C:2]([CH3:3])[CH3:1])=[N:14][CH:15]=[CH:16][CH:17]=1)=[O:20])[CH3:33], predict the reactants needed to synthesize it. The reactants are: [CH3:1][C:2](=[N:4][OH:5])[CH3:3].CC(C)([O-])C.[K+].F[C:13]1[C:18]([C:19]([C:21]2[CH:26]=[CH:25][CH:24]=[CH:23][C:22]=2[CH:27]([O:31][CH2:32][CH3:33])[O:28][CH2:29][CH3:30])=[O:20])=[CH:17][CH:16]=[CH:15][N:14]=1. (7) Given the product [C:1]([C:3]1[C:4]([N:18]2[CH2:23][CH2:22][N:21]([C:25]([NH:24][C:27]3[CH:32]=[CH:31][CH:30]=[CH:29][C:28]=3[O:33][CH3:34])=[O:26])[CH2:20][CH2:19]2)=[N:5][C:6]([C:14]([F:15])([F:17])[F:16])=[C:7]([CH:13]=1)[C:8]([O:10][CH2:11][CH3:12])=[O:9])#[N:2], predict the reactants needed to synthesize it. The reactants are: [C:1]([C:3]1[C:4]([N:18]2[CH2:23][CH2:22][NH:21][CH2:20][CH2:19]2)=[N:5][C:6]([C:14]([F:17])([F:16])[F:15])=[C:7]([CH:13]=1)[C:8]([O:10][CH2:11][CH3:12])=[O:9])#[N:2].[N:24]([C:27]1[CH:32]=[CH:31][CH:30]=[CH:29][C:28]=1[O:33][CH3:34])=[C:25]=[O:26].